This data is from Full USPTO retrosynthesis dataset with 1.9M reactions from patents (1976-2016). The task is: Predict the reactants needed to synthesize the given product. (1) Given the product [C:1]([C:5]1[CH:23]=[CH:22][C:8]([CH2:9][NH:11][CH2:12][CH2:13][C:14]2[CH:19]=[CH:18][C:17]([Cl:20])=[C:16]([Cl:21])[CH:15]=2)=[C:7]([Cl:24])[CH:6]=1)([CH3:4])([CH3:2])[CH3:3], predict the reactants needed to synthesize it. The reactants are: [C:1]([C:5]1[CH:23]=[CH:22][C:8]([C:9]([NH:11][CH2:12][CH2:13][C:14]2[CH:19]=[CH:18][C:17]([Cl:20])=[C:16]([Cl:21])[CH:15]=2)=O)=[C:7]([Cl:24])[CH:6]=1)([CH3:4])([CH3:3])[CH3:2].Cl.[OH-].[Na+]. (2) Given the product [CH3:34][S@:26](=[N:25][C:23]([C:22]1[CH:35]=[C:18]([C:2]#[C:1][C:3]2[CH:4]=[C:5]([NH:9][C:10](=[O:16])[O:11][C:12]([CH3:13])([CH3:15])[CH3:14])[CH:6]=[CH:7][CH:8]=2)[CH:19]=[N:20][CH:21]=1)=[O:24])(=[O:33])[C:27]1[CH:28]=[CH:29][CH:30]=[CH:31][CH:32]=1, predict the reactants needed to synthesize it. The reactants are: [C:1]([C:3]1[CH:4]=[C:5]([NH:9][C:10](=[O:16])[O:11][C:12]([CH3:15])([CH3:14])[CH3:13])[CH:6]=[CH:7][CH:8]=1)#[CH:2].Br[C:18]1[CH:19]=[N:20][CH:21]=[C:22]([CH:35]=1)[C:23]([N:25]=[S@@:26]([CH3:34])(=[O:33])[C:27]1[CH:32]=[CH:31][CH:30]=[CH:29][CH:28]=1)=[O:24]. (3) Given the product [Cl:14][C:9]1[CH:8]=[C:7]([C:16]2([OH:15])[CH2:17][CH2:18][N:19]([C:22]([O:24][CH2:25][CH3:26])=[O:23])[CH2:20][CH2:21]2)[CH:12]=[CH:11][C:10]=1[Cl:13], predict the reactants needed to synthesize it. The reactants are: C([Li])CCC.Br[C:7]1[CH:12]=[CH:11][C:10]([Cl:13])=[C:9]([Cl:14])[CH:8]=1.[O:15]=[C:16]1[CH2:21][CH2:20][N:19]([C:22]([O:24][CH2:25][CH3:26])=[O:23])[CH2:18][CH2:17]1. (4) Given the product [NH2:24][CH2:23][CH2:22][CH2:21][S:20][C:15]1[C:12]2[CH2:13][CH2:14][N:8]([C:6]([O:5][C:1]([CH3:3])([CH3:2])[CH3:4])=[O:7])[CH2:9][CH2:10][C:11]=2[CH:18]=[CH:17][C:16]=1[Cl:19], predict the reactants needed to synthesize it. The reactants are: [C:1]([O:5][C:6]([N:8]1[CH2:14][CH2:13][C:12]2[C:15]([S:20][CH2:21][CH2:22][CH2:23][N:24]3C(=O)C4C(=CC=CC=4)C3=O)=[C:16]([Cl:19])[CH:17]=[CH:18][C:11]=2[CH2:10][CH2:9]1)=[O:7])([CH3:4])([CH3:3])[CH3:2].NN. (5) Given the product [C:22]1([S:28]([N:8]2[C:9]3[C:5](=[C:4]([N+:1]([O-:3])=[O:2])[CH:12]=[CH:11][CH:10]=3)[CH:6]=[CH:7]2)(=[O:30])=[O:29])[CH:27]=[CH:26][CH:25]=[CH:24][CH:23]=1, predict the reactants needed to synthesize it. The reactants are: [N+:1]([C:4]1[CH:12]=[CH:11][CH:10]=[C:9]2[C:5]=1[CH:6]=[CH:7][NH:8]2)([O-:3])=[O:2].C(N(CC)C(C)C)(C)C.[C:22]1([S:28](Cl)(=[O:30])=[O:29])[CH:27]=[CH:26][CH:25]=[CH:24][CH:23]=1.O. (6) The reactants are: [CH2:1]([C:7]1([CH2:21][CH2:22][CH2:23][CH2:24][CH2:25][CH3:26])[C:19]2[CH:18]=[C:17](Br)[CH:16]=[CH:15][C:14]=2[C:13]2[C:8]1=[CH:9][CH:10]=[CH:11][CH:12]=2)[CH2:2][CH2:3][CH2:4][CH2:5][CH3:6].[Br:27][C:28]1[C:29](=O)[C:30]2[C:38](=[CH:39][CH:40]=1)[C:37]1[C:32](=[CH:33][C:34]([Br:41])=[CH:35][CH:36]=1)[CH:31]=2.[OH2:43]. Given the product [CH2:21]([C:7]1([CH2:1][CH2:2][CH2:3][CH2:4][CH2:5][CH3:6])[C:19]2[CH:18]=[C:17]([C:31]3([OH:43])[C:30]4[CH:29]=[C:28]([Br:27])[CH:40]=[CH:39][C:38]=4[C:37]4[C:32]3=[CH:33][C:34]([Br:41])=[CH:35][CH:36]=4)[CH:16]=[CH:15][C:14]=2[C:13]2[C:8]1=[CH:9][CH:10]=[CH:11][CH:12]=2)[CH2:22][CH2:23][CH2:24][CH2:25][CH3:26], predict the reactants needed to synthesize it. (7) Given the product [O:30]=[S:2]1(=[O:1])[CH2:7][CH2:6][N:5]([C:8]([C:10]2[N:11]([C:36]3[CH:37]=[C:32]([CH3:31])[CH:33]=[CH:34][CH:35]=3)[C:12]3[C:17]([CH:18]=2)=[CH:16][C:15]([C:19]([N:21]2[CH2:22][CH2:23][N:24]([CH:27]([CH3:28])[CH3:29])[CH2:25][CH2:26]2)=[O:20])=[CH:14][CH:13]=3)=[O:9])[CH2:4][CH2:3]1, predict the reactants needed to synthesize it. The reactants are: [O:1]=[S:2]1(=[O:30])[CH2:7][CH2:6][N:5]([C:8]([C:10]2[NH:11][C:12]3[C:17]([CH:18]=2)=[CH:16][C:15]([C:19]([N:21]2[CH2:26][CH2:25][N:24]([CH:27]([CH3:29])[CH3:28])[CH2:23][CH2:22]2)=[O:20])=[CH:14][CH:13]=3)=[O:9])[CH2:4][CH2:3]1.[CH3:31][C:32]1[CH:33]=[C:34](B(O)O)[CH:35]=[CH:36][CH:37]=1.N1C=CC=CC=1. (8) Given the product [ClH:33].[C:22]([N:14]([C:12]1[CH:11]=[CH:10][C:6]([C:7]([OH:9])=[O:8])=[CH:5][CH:13]=1)[CH2:15][CH2:16][N:17]1[CH2:18][CH2:19][CH2:20][CH2:21]1)(=[O:24])[CH3:23], predict the reactants needed to synthesize it. The reactants are: C([C:5]1[CH:13]=[C:12]([N:14]([C:22](=[O:24])[CH3:23])[CH2:15][CH2:16][N:17]2[CH2:21][CH2:20][CH2:19][CH2:18]2)[CH:11]=[CH:10][C:6]=1[C:7]([OH:9])=[O:8])(C)(C)C.FC(F)(F)C(O)=O.C(Cl)[Cl:33].